From a dataset of Forward reaction prediction with 1.9M reactions from USPTO patents (1976-2016). Predict the product of the given reaction. (1) The product is: [CH3:10][S:9][C:7]1[N:6]=[CH:5][CH:4]=[C:3]([C:1]2[S:14][C:13]3[CH:15]=[CH:16][CH:17]=[CH:18][C:12]=3[C:11](=[O:19])[N:2]=2)[N:8]=1. Given the reactants [C:1]([C:3]1[N:8]=[C:7]([S:9][CH3:10])[N:6]=[CH:5][CH:4]=1)#[N:2].[C:11](OC)(=[O:19])[C:12]1[C:13](=[CH:15][CH:16]=[CH:17][CH:18]=1)[SH:14].C(N(CC)CC)C, predict the reaction product. (2) Given the reactants C1(P(C2C=CC=CC=2)C2C=CC=CC=2)C=CC=CC=1.CC(OC(/N=N/C(OC(C)(C)C)=O)=O)(C)C.[OH:36][CH:37]1[CH2:42][CH2:41][N:40]([C:43]([O:45][C:46]([CH3:49])([CH3:48])[CH3:47])=[O:44])[CH2:39][CH2:38]1.[Br:50][C:51]1[CH:52]=[C:53]2[C:58](=[C:59](O)[CH:60]=1)[N:57]=[C:56]([Cl:62])[N:55]=[CH:54]2, predict the reaction product. The product is: [Br:50][C:51]1[CH:52]=[C:53]2[C:58](=[C:59]([O:36][CH:37]3[CH2:38][CH2:39][N:40]([C:43]([O:45][C:46]([CH3:49])([CH3:48])[CH3:47])=[O:44])[CH2:41][CH2:42]3)[CH:60]=1)[N:57]=[C:56]([Cl:62])[N:55]=[CH:54]2. (3) Given the reactants [F:1][CH:2]([F:15])[C:3]1[CH:7]=[C:6]([CH:8]([F:10])[F:9])[N:5]([CH2:11][C:12](O)=[O:13])[N:4]=1.N1C=CC=CC=1.[F:22]C1N=C(F)N=C(F)N=1.C1CCCCC1, predict the reaction product. The product is: [F:1][CH:2]([F:15])[C:3]1[CH:7]=[C:6]([CH:8]([F:10])[F:9])[N:5]([CH2:11][C:12]([F:22])=[O:13])[N:4]=1.